Dataset: Forward reaction prediction with 1.9M reactions from USPTO patents (1976-2016). Task: Predict the product of the given reaction. (1) Given the reactants Cl.FC1C=C(C=CC=1)CN1C=C(C2C3C(=NC=C(C4C=CC(C5CCNCC5)=CC=4)C=3)N(S(C3C=CC(C)=CC=3)(=O)=O)C=2)C=N1.[F:46][C:47]1[CH:48]=[C:49]([CH:96]=[CH:97][CH:98]=1)[CH2:50][N:51]1[CH:55]=[C:54]([C:56]2[C:64]3[C:59](=[N:60][CH:61]=[C:62]([C:65]4[CH:70]=[CH:69][C:68]([N:71]5[CH2:76][CH2:75][N:74]([CH2:77][C:78]([NH2:80])=[O:79])[CH2:73][CH2:72]5)=[C:67]([NH:81][S:82]([CH3:85])(=[O:84])=[O:83])[CH:66]=4)[CH:63]=3)[N:58](S(C3C=CC(C)=CC=3)(=O)=O)[CH:57]=2)[CH:53]=[N:52]1.[OH-].[Li+], predict the reaction product. The product is: [F:46][C:47]1[CH:48]=[C:49]([CH:96]=[CH:97][CH:98]=1)[CH2:50][N:51]1[CH:55]=[C:54]([C:56]2[C:64]3[C:59](=[N:60][CH:61]=[C:62]([C:65]4[CH:70]=[CH:69][C:68]([N:71]5[CH2:72][CH2:73][N:74]([CH2:77][C:78]([NH2:80])=[O:79])[CH2:75][CH2:76]5)=[C:67]([NH:81][S:82]([CH3:85])(=[O:83])=[O:84])[CH:66]=4)[CH:63]=3)[NH:58][CH:57]=2)[CH:53]=[N:52]1. (2) Given the reactants [C:1]1([CH3:18])[CH:6]=[CH:5][C:4]([S:7]([N:10]2[CH2:17][CH2:16][CH2:15][C@H:11]2[C:12]([OH:14])=O)(=[O:9])=[O:8])=[CH:3][CH:2]=1.[NH2:19][C@H:20]([C:28]([OH:30])=[O:29])[CH2:21][C:22]1[CH:27]=[CH:26][CH:25]=[CH:24][CH:23]=1, predict the reaction product. The product is: [C:1]1([CH3:18])[CH:2]=[CH:3][C:4]([S:7]([N:10]2[CH2:17][CH2:16][CH2:15][C@H:11]2[C:12]([NH:19][C@H:20]([C:28]([OH:30])=[O:29])[CH2:21][C:22]2[CH:27]=[CH:26][CH:25]=[CH:24][CH:23]=2)=[O:14])(=[O:8])=[O:9])=[CH:5][CH:6]=1. (3) Given the reactants [NH2:1][C:2]1[C:7]2[C:8]([CH2:11][O:12][C:13]3[CH:18]=[CH:17][C:16]([Br:19])=[CH:15][CH:14]=3)=[CH:9][S:10][C:6]=2[C:5]([C:20]([OH:22])=O)=[CH:4][N:3]=1.O.ON1C2C=CC=CC=2N=N1.C(N=C=NC(C)C)(C)C.[N:43]1([CH2:48][CH2:49][O:50][CH2:51][CH2:52][NH2:53])[CH2:47][CH2:46][CH2:45][CH2:44]1, predict the reaction product. The product is: [N:43]1([CH2:48][CH2:49][O:50][CH2:51][CH2:52][NH:53][C:20]([C:5]2[C:6]3[S:10][CH:9]=[C:8]([CH2:11][O:12][C:13]4[CH:14]=[CH:15][C:16]([Br:19])=[CH:17][CH:18]=4)[C:7]=3[C:2]([NH2:1])=[N:3][CH:4]=2)=[O:22])[CH2:47][CH2:46][CH2:45][CH2:44]1. (4) Given the reactants [CH:1]1([C@@H:7]([NH:9][C:10]([C:12]2[C:21]3[C:16](=[CH:17][CH:18]=[CH:19][CH:20]=3)[N:15]=[C:14]([C:22]3[CH:27]=[CH:26][CH:25]=[CH:24][CH:23]=3)[C:13]=2[CH2:28][N:29]2[CH2:34][CH2:33][NH:32][CH2:31][CH2:30]2)=[O:11])[CH3:8])[CH2:6][CH2:5][CH2:4][CH2:3][CH2:2]1.[N:35]1([CH2:41][CH2:42][C:43](O)=[O:44])[CH2:40][CH2:39][CH2:38][CH2:37][CH2:36]1.C1CCC(N=C=NC2CCCCC2)CC1, predict the reaction product. The product is: [CH:1]1([C@@H:7]([NH:9][C:10]([C:12]2[C:21]3[C:16](=[CH:17][CH:18]=[CH:19][CH:20]=3)[N:15]=[C:14]([C:22]3[CH:23]=[CH:24][CH:25]=[CH:26][CH:27]=3)[C:13]=2[CH2:28][N:29]2[CH2:34][CH2:33][N:32]([C:43](=[O:44])[CH2:42][CH2:41][N:35]3[CH2:40][CH2:39][CH2:38][CH2:37][CH2:36]3)[CH2:31][CH2:30]2)=[O:11])[CH3:8])[CH2:6][CH2:5][CH2:4][CH2:3][CH2:2]1. (5) Given the reactants [NH2:1][C:2]1[CH:3]=[C:4]([C:9]2[CH:10]=[CH:11][C:12]3[O:18][CH2:17][CH2:16][N:15]([C:19]([C:21]4[CH:26]=[CH:25][C:24]([S:27]([CH3:30])(=[O:29])=[O:28])=[CH:23][CH:22]=4)=[O:20])[CH2:14][C:13]=3[CH:31]=2)[CH:5]=[CH:6][C:7]=1[NH2:8].[C:32](N1C=CN=C1)(N1C=CN=C1)=[S:33], predict the reaction product. The product is: [CH3:30][S:27]([C:24]1[CH:25]=[CH:26][C:21]([C:19]([N:15]2[CH2:14][C:13]3[CH:31]=[C:9]([C:4]4[CH:5]=[CH:6][C:7]5[NH:8][C:32](=[S:33])[NH:1][C:2]=5[CH:3]=4)[CH:10]=[CH:11][C:12]=3[O:18][CH2:17][CH2:16]2)=[O:20])=[CH:22][CH:23]=1)(=[O:29])=[O:28]. (6) Given the reactants [NH2:1][C:2]1[N:7]=[C:6]([C:8]2[CH:13]=[C:12]([CH2:14][CH:15]=[CH2:16])[C:11]([OH:17])=[CH:10][C:9]=2[O:18][CH3:19])[CH:5]=[CH:4][CH:3]=1, predict the reaction product. The product is: [NH2:1][C:2]1[N:7]=[C:6]([C:8]2[CH:13]=[C:12]([CH2:14][CH2:15][CH3:16])[C:11]([OH:17])=[CH:10][C:9]=2[O:18][CH3:19])[CH:5]=[CH:4][CH:3]=1. (7) Given the reactants [CH2:1]([C:3]1[CH:8]=[CH:7][C:6]([C:9](=[O:12])[CH2:10][CH3:11])=[CH:5][CH:4]=1)[CH3:2].[Li+].C[Si]([N-][Si](C)(C)C)(C)C.[F:23][C:24]([F:33])([F:32])[C:25](N1C=CN=C1)=[O:26], predict the reaction product. The product is: [CH2:1]([C:3]1[CH:8]=[CH:7][C:6]([C:9](=[O:12])[CH:10]([CH3:11])[C:25](=[O:26])[C:24]([F:23])([F:32])[F:33])=[CH:5][CH:4]=1)[CH3:2].